This data is from Cav3 T-type calcium channel HTS with 100,875 compounds. The task is: Binary Classification. Given a drug SMILES string, predict its activity (active/inactive) in a high-throughput screening assay against a specified biological target. (1) The drug is S(=O)(=O)(N1CCCCCC1)NC(=O)Nc1nc(cc(n1)C)C. The result is 0 (inactive). (2) The drug is S(c1n(CC)c(nn1)c1nccnc1)CC(=O)c1ccccc1. The result is 0 (inactive). (3) The result is 0 (inactive). The molecule is O(c1cc(Cc2c(CC(OCC)=O)cc(OC)c(OC)c2)c(CC(OCC)=O)cc1OC)C. (4) The compound is Brc1cc(C(=O)N\N=C(\c2cc(NC(=O)c3oc(cc3)C)ccc2)C)ccc1. The result is 0 (inactive). (5) The result is 0 (inactive). The drug is S(=O)(=O)(N1CC(CCC1)C(=O)N1CCN(CC1)C(OCC)=O)c1cccnc1. (6) The compound is o1c(c2c3c(c(cc2)C)cccc3)ccc1C(=O)Nc1ccc(OC)cc1. The result is 0 (inactive).